This data is from NCI-60 drug combinations with 297,098 pairs across 59 cell lines. The task is: Regression. Given two drug SMILES strings and cell line genomic features, predict the synergy score measuring deviation from expected non-interaction effect. (1) Drug 1: COC1=NC(=NC2=C1N=CN2C3C(C(C(O3)CO)O)O)N. Drug 2: CC1CCC2CC(C(=CC=CC=CC(CC(C(=O)C(C(C(=CC(C(=O)CC(OC(=O)C3CCCCN3C(=O)C(=O)C1(O2)O)C(C)CC4CCC(C(C4)OC)OCCO)C)C)O)OC)C)C)C)OC. Cell line: OVCAR-4. Synergy scores: CSS=-4.96, Synergy_ZIP=1.58, Synergy_Bliss=0.174, Synergy_Loewe=-19.6, Synergy_HSA=-6.59. (2) Synergy scores: CSS=44.8, Synergy_ZIP=2.05, Synergy_Bliss=2.35, Synergy_Loewe=1.52, Synergy_HSA=4.53. Drug 1: C1=CC(=C2C(=C1NCCNCCO)C(=O)C3=C(C=CC(=C3C2=O)O)O)NCCNCCO. Cell line: SW-620. Drug 2: C#CCC(CC1=CN=C2C(=N1)C(=NC(=N2)N)N)C3=CC=C(C=C3)C(=O)NC(CCC(=O)O)C(=O)O. (3) Drug 1: CC1=C2C(C(=O)C3(C(CC4C(C3C(C(C2(C)C)(CC1OC(=O)C(C(C5=CC=CC=C5)NC(=O)OC(C)(C)C)O)O)OC(=O)C6=CC=CC=C6)(CO4)OC(=O)C)O)C)O. Drug 2: CCN(CC)CCCC(C)NC1=C2C=C(C=CC2=NC3=C1C=CC(=C3)Cl)OC. Cell line: HOP-92. Synergy scores: CSS=34.2, Synergy_ZIP=-8.29, Synergy_Bliss=-5.01, Synergy_Loewe=-5.11, Synergy_HSA=-4.75. (4) Cell line: SK-MEL-5. Drug 2: C1CCC(CC1)NC(=O)N(CCCl)N=O. Drug 1: C1CCN(CC1)CCOC2=CC=C(C=C2)C(=O)C3=C(SC4=C3C=CC(=C4)O)C5=CC=C(C=C5)O. Synergy scores: CSS=9.84, Synergy_ZIP=0.735, Synergy_Bliss=9.37, Synergy_Loewe=0.509, Synergy_HSA=0.971.